This data is from Reaction yield outcomes from USPTO patents with 853,638 reactions. The task is: Predict the reaction yield, written as a fraction of the theoretical maximum amount of product (1.0 means a 100% yield; for example, 0.34 means a 34% yield). (1) The reactants are [Cl:1][C:2]1[CH:19]=[C:18]([CH:20]=[CH2:21])[CH:17]=[CH:16][C:3]=1[CH2:4][N:5]1[C:13](=[O:14])[C:12]2[C:7](=[CH:8][CH:9]=[CH:10][CH:11]=2)[C:6]1=[O:15].Br[CH:23]([C:28]1[CH:33]=[C:32]([Cl:34])[CH:31]=[C:30]([Cl:35])[CH:29]=1)[C:24]([F:27])([F:26])[F:25].N1C=CC=CC=1C1C=CC=CN=1. The catalyst is ClC1C=CC=CC=1Cl.Cl[Cu]. The product is [Cl:1][C:2]1[CH:19]=[C:18](/[CH:20]=[CH:21]/[CH:23]([C:28]2[CH:29]=[C:30]([Cl:35])[CH:31]=[C:32]([Cl:34])[CH:33]=2)[C:24]([F:27])([F:26])[F:25])[CH:17]=[CH:16][C:3]=1[CH2:4][N:5]1[C:13](=[O:14])[C:12]2[C:7](=[CH:8][CH:9]=[CH:10][CH:11]=2)[C:6]1=[O:15]. The yield is 0.500. (2) The reactants are [CH3:1][CH2:2]/[CH:3]=[CH:4]\[CH2:5][CH2:6][CH:7]([OH:14])[CH2:8][CH2:9]/[CH:10]=[CH:11]\[CH2:12][CH3:13].C(N(CC)CC)C.[CH3:22][S:23](Cl)(=[O:25])=[O:24]. The catalyst is ClCCl. The product is [CH3:22][S:23]([O:14][CH:7]([CH2:8][CH2:9]/[CH:10]=[CH:11]\[CH2:12][CH3:13])[CH2:6][CH2:5]/[CH:4]=[CH:3]\[CH2:2][CH3:1])(=[O:25])=[O:24]. The yield is 0.910. (3) The reactants are [NH2:1][CH2:2][CH2:3][CH2:4][OH:5].C(N(CC)CC)C.Cl[C:14]([O:16][CH2:17][C:18]1[CH:23]=[CH:22][C:21]([N+:24]([O-:26])=[O:25])=[CH:20][CH:19]=1)=[O:15]. The catalyst is C1COCC1. The product is [N+:24]([C:21]1[CH:20]=[CH:19][C:18]([CH2:17][O:16][C:14]([NH:1][CH2:2][CH2:3][CH2:4][OH:5])=[O:15])=[CH:23][CH:22]=1)([O-:26])=[O:25]. The yield is 0.340. (4) The reactants are [N:1]([CH2:4][CH2:5][N:6]1[CH:10]=[C:9]([C:11]([O:13][CH2:14][CH3:15])=[O:12])[CH:8]=[C:7]1[C:16]([O:18]CC)=O)=[N+]=[N-].C(=O)([O-])[O-].[K+].[K+]. The catalyst is CCO.[Pd]. The product is [O:18]=[C:16]1[NH:1][CH2:4][CH2:5][N:6]2[CH:10]=[C:9]([C:11]([O:13][CH2:14][CH3:15])=[O:12])[CH:8]=[C:7]12. The yield is 0.410.